This data is from Forward reaction prediction with 1.9M reactions from USPTO patents (1976-2016). The task is: Predict the product of the given reaction. Given the reactants C([O:3][C:4]([C:6]1[C:22]([O:23][CH2:24][C@@H:25]([NH:30]C(=O)OC(C)(C)C)[CH2:26][CH:27]([CH3:29])[CH3:28])=[CH:21][C:9]2[N:10]([CH3:20])[C:11](=[O:19])[C:12]3[C:17]([C:8]=2[CH:7]=1)=[CH:16][CH:15]=[N:14][C:13]=3[CH3:18])=[CH2:5])C.Cl.O1CCOCC1, predict the reaction product. The product is: [C:4]([C:6]1[C:22]([O:23][CH2:24][C@@H:25]([NH2:30])[CH2:26][CH:27]([CH3:28])[CH3:29])=[CH:21][C:9]2[N:10]([CH3:20])[C:11](=[O:19])[C:12]3[C:17]([C:8]=2[CH:7]=1)=[CH:16][CH:15]=[N:14][C:13]=3[CH3:18])(=[O:3])[CH3:5].